From a dataset of Full USPTO retrosynthesis dataset with 1.9M reactions from patents (1976-2016). Predict the reactants needed to synthesize the given product. (1) Given the product [CH2:1]([N:8]1[C:12]2[CH:13]=[CH:14][C:15]([CH3:17])=[CH:16][C:11]=2[N:10]=[C:9]1[CH:18]([NH:22][CH2:36][CH2:35][CH2:34][N:25]1[C:26](=[O:33])[C:27]2[C:32](=[CH:31][CH:30]=[CH:29][CH:28]=2)[C:24]1=[O:23])[CH:19]([CH3:20])[CH3:21])[C:2]1[CH:3]=[CH:4][CH:5]=[CH:6][CH:7]=1, predict the reactants needed to synthesize it. The reactants are: [CH2:1]([N:8]1[C:12]2[CH:13]=[CH:14][C:15]([CH3:17])=[CH:16][C:11]=2[N:10]=[C:9]1[CH:18]([NH2:22])[CH:19]([CH3:21])[CH3:20])[C:2]1[CH:7]=[CH:6][CH:5]=[CH:4][CH:3]=1.[O:23]=[C:24]1[C:32]2[C:27](=[CH:28][CH:29]=[CH:30][CH:31]=2)[C:26](=[O:33])[N:25]1[CH2:34][CH2:35][CH:36]=O.C(O[BH-](OC(=O)C)OC(=O)C)(=O)C.[Na+].C(O)(=O)C. (2) Given the product [CH3:1][O:2][CH:3]1[CH2:8][CH2:7][N:6]([CH2:10][CH2:11][CH2:12][N:13]2[C:17](=[O:18])[C:16]3[C:15](=[CH:22][CH:21]=[CH:20][CH:19]=3)[C:14]2=[O:23])[CH2:5][CH2:4]1, predict the reactants needed to synthesize it. The reactants are: [CH3:1][O:2][CH:3]1[CH2:8][CH2:7][NH:6][CH2:5][CH2:4]1.Br[CH2:10][CH2:11][CH2:12][N:13]1[C:17](=[O:18])[C:16]2=[CH:19][CH:20]=[CH:21][CH:22]=[C:15]2[C:14]1=[O:23].C([O-])([O-])=O.[K+].[K+]. (3) Given the product [OH:18][NH:17][C:16](=[NH:19])[C:12]1[CH:13]=[CH:14][C:9]([CH:8]=[CH2:7])=[CH:10][CH:11]=1, predict the reactants needed to synthesize it. The reactants are: C(OC(=O)[CH2:7][CH2:8][C:9]1[C:14](C)=[CH:13][C:12]([C:16](=[NH:19])[NH:17][OH:18])=[CH:11][C:10]=1C)(C)(C)C.C(C1C=CC(C#N)=CC=1)=C. (4) The reactants are: C(OC(=O)[NH:7][C:8]1[CH:13]=[C:12]([Cl:14])[C:11]([C:15]([F:18])([F:17])[F:16])=[CH:10][C:9]=1[NH:19][C:20](=[O:38])[CH2:21][C:22]([C:24]1[CH:29]=[CH:28][CH:27]=[C:26]([C:30]2[CH:35]=[CH:34][N:33]=[C:32]([CH2:36][CH3:37])[CH:31]=2)[CH:25]=1)=O)(C)(C)C.C(O)(C(F)(F)F)=O. Given the product [Cl:14][C:12]1[C:11]([C:15]([F:17])([F:18])[F:16])=[CH:10][C:9]2[NH:19][C:20](=[O:38])[CH2:21][C:22]([C:24]3[CH:29]=[CH:28][CH:27]=[C:26]([C:30]4[CH:35]=[CH:34][N:33]=[C:32]([CH2:36][CH3:37])[CH:31]=4)[CH:25]=3)=[N:7][C:8]=2[CH:13]=1, predict the reactants needed to synthesize it. (5) Given the product [Cl:13][CH2:14][CH2:15][CH2:16][O:1][N:2]1[C:6]2[CH:7]=[CH:8][CH:9]=[CH:10][C:5]=2[N:4]=[CH:19]1, predict the reactants needed to synthesize it. The reactants are: [OH:1][N:2]1[C:6]2[CH:7]=[CH:8][CH:9]=[CH:10][C:5]=2[N:4]=N1.[H-].[Na+].[Cl:13][CH2:14][CH2:15][CH2:16]Br.O.[CH3:19]N1C(=O)CCC1. (6) Given the product [Br:1][CH2:2][CH2:3][CH2:23][O:24][Si:15]([C:11]([CH3:14])([CH3:13])[CH3:12])([CH3:18])[CH3:17], predict the reactants needed to synthesize it. The reactants are: [Br:1][CH:2](C)[CH2:3]O.N1C=CN=C1.[C:11]([Si:15]([CH3:18])([CH3:17])Cl)([CH3:14])([CH3:13])[CH3:12].[Cl-].[Na+].CN(C)[CH:23]=[O:24]. (7) Given the product [CH2:37]([O:44][C:45]([N:8]1[CH2:12][CH2:11][CH:10]([O:13][C:14]2[CH:19]=[CH:18][C:17]([N+:20]([O-:22])=[O:21])=[C:16]([CH2:23][S:24]([C:27]3[C:36]4[C:31](=[CH:32][CH:33]=[CH:34][CH:35]=4)[CH:30]=[CH:29][CH:28]=3)(=[O:26])=[O:25])[CH:15]=2)[CH2:9]1)=[O:46])[C:38]1[CH:43]=[CH:42][CH:41]=[CH:40][CH:39]=1, predict the reactants needed to synthesize it. The reactants are: C([N:8]1[CH2:12][CH2:11][CH:10]([O:13][C:14]2[CH:19]=[CH:18][C:17]([N+:20]([O-:22])=[O:21])=[C:16]([CH2:23][S:24]([C:27]3[C:36]4[C:31](=[CH:32][CH:33]=[CH:34][CH:35]=4)[CH:30]=[CH:29][CH:28]=3)(=[O:26])=[O:25])[CH:15]=2)[CH2:9]1)C1C=CC=CC=1.[CH2:37]([O:44][C:45](Cl)=[O:46])[C:38]1[CH:43]=[CH:42][CH:41]=[CH:40][CH:39]=1.[OH-].[Na+].